Regression. Given two drug SMILES strings and cell line genomic features, predict the synergy score measuring deviation from expected non-interaction effect. From a dataset of NCI-60 drug combinations with 297,098 pairs across 59 cell lines. (1) Drug 1: CC1=C(C=C(C=C1)NC2=NC=CC(=N2)N(C)C3=CC4=NN(C(=C4C=C3)C)C)S(=O)(=O)N.Cl. Drug 2: CCC1=C2CN3C(=CC4=C(C3=O)COC(=O)C4(CC)O)C2=NC5=C1C=C(C=C5)O. Cell line: HCT-15. Synergy scores: CSS=24.4, Synergy_ZIP=0.619, Synergy_Bliss=0.195, Synergy_Loewe=-46.2, Synergy_HSA=-1.24. (2) Drug 1: CCN(CC)CCNC(=O)C1=C(NC(=C1C)C=C2C3=C(C=CC(=C3)F)NC2=O)C. Drug 2: C(CCl)NC(=O)N(CCCl)N=O. Cell line: CCRF-CEM. Synergy scores: CSS=11.4, Synergy_ZIP=4.92, Synergy_Bliss=8.70, Synergy_Loewe=9.92, Synergy_HSA=6.51. (3) Drug 1: CC1C(C(CC(O1)OC2CC(CC3=C2C(=C4C(=C3O)C(=O)C5=C(C4=O)C(=CC=C5)OC)O)(C(=O)C)O)N)O.Cl. Drug 2: C1C(C(OC1N2C=NC(=NC2=O)N)CO)O. Cell line: UACC62. Synergy scores: CSS=18.0, Synergy_ZIP=-5.65, Synergy_Bliss=-1.71, Synergy_Loewe=-5.02, Synergy_HSA=-0.517. (4) Drug 1: CC=C1C(=O)NC(C(=O)OC2CC(=O)NC(C(=O)NC(CSSCCC=C2)C(=O)N1)C(C)C)C(C)C. Drug 2: C(=O)(N)NO. Cell line: UACC62. Synergy scores: CSS=68.2, Synergy_ZIP=-1.05, Synergy_Bliss=-2.06, Synergy_Loewe=-63.3, Synergy_HSA=-1.71. (5) Drug 1: C1=NC2=C(N=C(N=C2N1C3C(C(C(O3)CO)O)F)Cl)N. Drug 2: CC(C)NC(=O)C1=CC=C(C=C1)CNNC.Cl. Cell line: COLO 205. Synergy scores: CSS=29.0, Synergy_ZIP=-5.60, Synergy_Bliss=-2.20, Synergy_Loewe=-35.5, Synergy_HSA=-5.49. (6) Drug 1: C1=NC2=C(N=C(N=C2N1C3C(C(C(O3)CO)O)F)Cl)N. Drug 2: C1CN1C2=NC(=NC(=N2)N3CC3)N4CC4. Cell line: TK-10. Synergy scores: CSS=23.5, Synergy_ZIP=-7.05, Synergy_Bliss=-1.20, Synergy_Loewe=-3.91, Synergy_HSA=-1.45.